This data is from Retrosynthesis with 50K atom-mapped reactions and 10 reaction types from USPTO. The task is: Predict the reactants needed to synthesize the given product. (1) Given the product CN(C)[C@H]1CN(c2ncc(C(=O)Nc3ccc(OC(F)(F)Cl)cc3)cc2-c2ccn[nH]2)C[C@@H]1O, predict the reactants needed to synthesize it. The reactants are: CN(C)[C@H]1CNC[C@@H]1O.O=C(Nc1ccc(OC(F)(F)Cl)cc1)c1cnc(Cl)c(-c2ccn[nH]2)c1. (2) Given the product O=C(NCc1cccs1)NC12CC3CC(CC(C3)C1)C2, predict the reactants needed to synthesize it. The reactants are: NCc1cccs1.O=C=NC12CC3CC(CC(C3)C1)C2.